Dataset: Full USPTO retrosynthesis dataset with 1.9M reactions from patents (1976-2016). Task: Predict the reactants needed to synthesize the given product. (1) Given the product [CH3:1][C:2]1[CH:7]=[CH:6][C:5]([S:8]([O:11][C@@H:12]2[C@@H:16]([OH:17])[C@@H:15]([CH2:20][OH:19])[O:14][C@@H:13]2[O:23][CH3:24])(=[O:10])=[O:9])=[CH:4][CH:3]=1, predict the reactants needed to synthesize it. The reactants are: [CH3:1][C:2]1[CH:7]=[CH:6][C:5]([S:8]([O:11][C@@H:12]2[C@H:16]3[O:17]C(C)(C)[O:19][CH2:20][C@H:15]3[O:14][C@@H:13]2[O:23][CH3:24])(=[O:10])=[O:9])=[CH:4][CH:3]=1. (2) Given the product [CH3:26][O:25][C:19]1[CH:20]=[C:21]2[C:16](=[CH:17][CH:18]=1)[N:15]=[C:14]([NH:13][C@H:10]1[CH2:11][CH2:12][NH:8][CH2:9]1)[CH:23]=[C:22]2[CH3:24], predict the reactants needed to synthesize it. The reactants are: C([N:8]1[CH2:12][CH2:11][C@H:10]([NH:13][C:14]2[CH:23]=[C:22]([CH3:24])[C:21]3[C:16](=[CH:17][CH:18]=[C:19]([O:25][CH3:26])[CH:20]=3)[N:15]=2)[CH2:9]1)C1C=CC=CC=1. (3) Given the product [F:1][C:2]1[C:7]([O:8][CH3:9])=[CH:6][CH:5]=[CH:4][C:3]=1[C:10]1[O:14][N:13]=[C:12]([CH2:15][CH2:16][C@@:17]([CH3:27])([S:23]([CH3:26])(=[O:25])=[O:24])[C:18]([OH:20])=[O:19])[CH:11]=1, predict the reactants needed to synthesize it. The reactants are: [F:1][C:2]1[C:7]([O:8][CH3:9])=[CH:6][CH:5]=[CH:4][C:3]=1[C:10]1[O:14][N:13]=[C:12]([CH2:15][CH2:16][C@@:17]([CH3:27])([S:23]([CH3:26])(=[O:25])=[O:24])[C:18]([O:20]CC)=[O:19])[CH:11]=1.FC1C(OC)=CC=CC=1C1C=C(CC[C@@](C)(S(C)(=O)=O)C(O)=O)ON=1. (4) Given the product [CH2:10]([C:11]1[CH2:16][C:2]2[C:7]([CH:12]=1)=[CH:6][CH:5]=[CH:4][CH:3]=2)[CH3:9], predict the reactants needed to synthesize it. The reactants are: Cl[C:2]1[CH:7]=[CH:6][CH:5]=[CH:4][CH:3]=1.C1[C:16]2[C:11](=[CH:12]C=CC=2)[CH:10]=[CH:9]1. (5) Given the product [CH2:15]([O:14][C:13]1[C:8]([C:6]([OH:7])=[O:5])=[N:9][C:10]([CH2:23][C:24]2([C:34]3[CH:35]=[CH:36][CH:37]=[CH:38][CH:39]=3)[CH2:25][CH2:26][C:27]3([O:28][CH2:29][CH2:30][O:31]3)[CH2:32][CH2:33]2)=[N:11][C:12]=1[OH:22])[C:16]1[CH:17]=[CH:18][CH:19]=[CH:20][CH:21]=1, predict the reactants needed to synthesize it. The reactants are: C([O:5][C:6]([C:8]1[C:13]([O:14][CH2:15][C:16]2[CH:21]=[CH:20][CH:19]=[CH:18][CH:17]=2)=[C:12]([OH:22])[N:11]=[C:10]([CH2:23][C:24]2([C:34]3[CH:39]=[CH:38][CH:37]=[CH:36][CH:35]=3)[CH2:33][CH2:32][C:27]3([O:31][CH2:30][CH2:29][O:28]3)[CH2:26][CH2:25]2)[N:9]=1)=[O:7])(C)(C)C.O[Li].O.CO.ClCCl. (6) Given the product [C:1]([NH:4][C:5]1[CH:10]=[C:9]([C:26]2[C:25]([F:30])=[CH:24][C:22]([NH2:23])=[C:21]([F:20])[C:27]=2[F:28])[N:8]=[C:7]([C:15]([O:17][CH3:18])=[O:16])[C:6]=1[Cl:19])(=[O:3])[CH3:2], predict the reactants needed to synthesize it. The reactants are: [C:1]([NH:4][C:5]1[CH:10]=[C:9]([Sn](C)(C)C)[N:8]=[C:7]([C:15]([O:17][CH3:18])=[O:16])[C:6]=1[Cl:19])(=[O:3])[CH3:2].[F:20][C:21]1[C:27]([F:28])=[C:26](I)[C:25]([F:30])=[CH:24][C:22]=1[NH2:23].[F-].[K+]. (7) Given the product [CH3:25][N:26]1[C:35]2[C:30](=[CH:31][CH:32]=[C:33]([NH:36][C:2]3[C:3]4[NH:15][N:14]=[CH:13][C:4]=4[N:5]=[C:6]([C:8]4[S:9][CH:10]=[CH:11][CH:12]=4)[N:7]=3)[CH:34]=2)[CH2:29][CH2:28][CH2:27]1, predict the reactants needed to synthesize it. The reactants are: Cl[C:2]1[C:3]2[C:4](=[CH:13][N:14](CC3C=CC(OC)=CC=3)[N:15]=2)[N:5]=[C:6]([C:8]2[S:9][CH:10]=[CH:11][CH:12]=2)[N:7]=1.[CH3:25][N:26]1[C:35]2[C:30](=[CH:31][CH:32]=[C:33]([NH2:36])[CH:34]=2)[CH2:29][CH2:28][CH2:27]1.Cl. (8) Given the product [Br:2][CH2:3][CH2:4][NH:5][C:11](=[O:12])[O:10][C:7]([CH3:9])([CH3:8])[CH3:6], predict the reactants needed to synthesize it. The reactants are: Br.[Br:2][CH2:3][CH2:4][NH2:5].[CH3:6][C:7]([O:10][C:11](O[C:11]([O:10][C:7]([CH3:9])([CH3:8])[CH3:6])=[O:12])=[O:12])([CH3:9])[CH3:8]. (9) Given the product [OH:17][CH2:16][C:13]1[CH:14]=[CH:15][C:10]([CH2:9][CH2:8][N:5]2[CH:6]=[CH:7][C:2]([O:1][CH2:24][C:20]3[S:19][CH:23]=[CH:22][CH:21]=3)=[CH:3][C:4]2=[O:18])=[CH:11][CH:12]=1, predict the reactants needed to synthesize it. The reactants are: [OH:1][C:2]1[CH:7]=[CH:6][N:5]([CH2:8][CH2:9][C:10]2[CH:15]=[CH:14][C:13]([CH2:16][OH:17])=[CH:12][CH:11]=2)[C:4](=[O:18])[CH:3]=1.[S:19]1[CH:23]=[CH:22][CH:21]=[C:20]1[CH2:24]OS(C)(=O)=O.C(=O)([O-])[O-].[K+].[K+].